This data is from Full USPTO retrosynthesis dataset with 1.9M reactions from patents (1976-2016). The task is: Predict the reactants needed to synthesize the given product. (1) Given the product [CH2:24]([O:23][C:21]([NH:9][C@H:8]([C:10]([N:12]1[CH2:16][CH2:15][CH2:14][C@H:13]1[C:17]#[N:18])=[O:11])[C@@H:7]([CH3:19])[O:6][C:2]([CH3:5])([CH3:3])[CH3:4])=[O:22])[C:25]1[CH:30]=[CH:29][CH:28]=[CH:27][CH:26]=1, predict the reactants needed to synthesize it. The reactants are: Cl.[C:2]([O:6][C@H:7]([CH3:19])[C@@H:8]([C:10]([N:12]1[CH2:16][CH2:15][CH2:14][C@H:13]1[C:17]#[N:18])=[O:11])[NH2:9])([CH3:5])([CH3:4])[CH3:3].Cl[C:21]([O:23][CH2:24][C:25]1[CH:30]=[CH:29][CH:28]=[CH:27][CH:26]=1)=[O:22].C(N(CC)CC)C. (2) Given the product [F:15][C:14]1[C:9]([C:3]2[CH:4]=[CH:5][C:6]([O:36][CH2:35][C:32]3[CH:33]=[CH:34][C:29]([F:28])=[CH:30][CH:31]=3)=[CH:7][C:2]=2[F:1])=[N:10][C:11]([NH:16][C:17]2[CH:22]=[CH:21][CH:20]=[C:19]([CH2:23][S:24]([CH3:27])(=[O:25])=[O:26])[CH:18]=2)=[N:12][CH:13]=1, predict the reactants needed to synthesize it. The reactants are: [F:1][C:2]1[CH:7]=[C:6](F)[CH:5]=[CH:4][C:3]=1[C:9]1[C:14]([F:15])=[CH:13][N:12]=[C:11]([NH:16][C:17]2[CH:22]=[CH:21][CH:20]=[C:19]([CH2:23][S:24]([CH3:27])(=[O:26])=[O:25])[CH:18]=2)[N:10]=1.[F:28][C:29]1[CH:34]=[CH:33][C:32]([CH2:35][OH:36])=[CH:31][CH:30]=1. (3) Given the product [CH2:13]([O:20][C:1]([N:42]1[CH2:41][CH2:40][N:39]([C:37]2[CH:36]=[C:35]([Cl:45])[C:33]3[O:34][C:28]4[C:27]([CH3:49])=[CH:26][C:25]([C:23]([O:22][CH3:21])=[O:24])=[CH:48][C:29]=4[S:30](=[O:46])(=[O:47])[CH2:31][C:32]=3[CH:38]=2)[CH2:44][CH2:43]1)=[O:2])[C:14]1[CH:19]=[CH:18][CH:17]=[CH:16][CH:15]=1, predict the reactants needed to synthesize it. The reactants are: [C:1](C1NC=CN=1)(C1NC=CN=1)=[O:2].[CH2:13]([OH:20])[C:14]1[CH:19]=[CH:18][CH:17]=[CH:16][CH:15]=1.[CH3:21][O:22][C:23]([C:25]1[CH:26]=[C:27]([CH3:49])[C:28]2[O:34][C:33]3[C:35]([Cl:45])=[CH:36][C:37]([N:39]4[CH2:44][CH2:43][NH:42][CH2:41][CH2:40]4)=[CH:38][C:32]=3[CH2:31][S:30](=[O:47])(=[O:46])[C:29]=2[CH:48]=1)=[O:24]. (4) Given the product [CH2:19]([N:16]1[CH2:15][CH2:14][CH:13]([C:10]2[O:11][C:12]3[C:4]([C:1]([NH2:2])=[O:3])=[CH:5][CH:6]=[CH:7][C:8]=3[N:9]=2)[CH2:18][CH2:17]1)[CH2:29][CH2:30][CH3:31], predict the reactants needed to synthesize it. The reactants are: [C:1]([C:4]1[C:12]2[O:11][C:10]([CH:13]3[CH2:18][CH2:17][N:16]([C:19](OCC4C=CC=CC=4)=O)[CH2:15][CH2:14]3)=[N:9][C:8]=2[CH:7]=[CH:6][CH:5]=1)(=[O:3])[NH2:2].[CH:29](=O)[CH2:30][CH2:31]C.[H][H]. (5) Given the product [CH3:27][N:21]1[C:17]2=[N:18][CH:19]=[CH:20][C:15]([C:8]3[C:7]([C:2]4[CH:3]=[CH:4][CH:5]=[CH:6][N:1]=4)=[N:11][N:10]4[CH2:12][CH2:13][CH2:14][C:9]=34)=[C:16]2[CH:23]=[CH:22]1, predict the reactants needed to synthesize it. The reactants are: [N:1]1[CH:6]=[CH:5][CH:4]=[CH:3][C:2]=1[C:7]1[C:8]([C:15]2[CH:20]=[CH:19][N:18]=[C:17]3[NH:21][CH:22]=[CH:23][C:16]=23)=[C:9]2[CH2:14][CH2:13][CH2:12][N:10]2[N:11]=1.[H-].[K+].I[CH3:27].Cl. (6) Given the product [CH3:22][S:19]([C:16]1[CH:15]=[CH:14][C:13]([O:12][C:10]2[CH:11]=[C:6]([CH:7]=[C:8]([C:23]3[NH:27][C:26]([C:28]4[S:29][CH:30]=[CH:31][N:32]=4)=[CH:25][CH:24]=3)[CH:9]=2)[O:5][C@@H:4]([CH3:33])[CH2:3][OH:2])=[CH:18][CH:17]=1)(=[O:21])=[O:20], predict the reactants needed to synthesize it. The reactants are: C[O:2][CH2:3][C@H:4]([CH3:33])[O:5][C:6]1[CH:7]=[C:8]([C:23]2[NH:27][C:26]([C:28]3[S:29][CH:30]=[CH:31][N:32]=3)=[CH:25][CH:24]=2)[CH:9]=[C:10]([O:12][C:13]2[CH:18]=[CH:17][C:16]([S:19]([CH3:22])(=[O:21])=[O:20])=[CH:15][CH:14]=2)[CH:11]=1.B(Br)(Br)Br.ClCCl.C(=O)([O-])O.[Na+].C(OCC)(=O)C. (7) Given the product [C:39]([N:7]1[C:8]2[C:4](=[CH:3][C:2]([Cl:1])=[C:10]([Cl:11])[CH:9]=2)[C:5]([NH:20][C:21](=[O:30])[CH2:22][N:23]2[CH2:24][CH2:25][N:26]([CH3:29])[CH2:27][CH2:28]2)([C:13]2[CH:18]=[CH:17][C:16]([Cl:19])=[CH:15][CH:14]=2)[C:6]1=[O:12])(=[O:40])[C:33]1[CH:38]=[CH:37][CH:36]=[CH:35][CH:34]=1, predict the reactants needed to synthesize it. The reactants are: [Cl:1][C:2]1[CH:3]=[C:4]2[C:8](=[CH:9][C:10]=1[Cl:11])[NH:7][C:6](=[O:12])[C:5]2([NH:20][C:21](=[O:30])[CH2:22][N:23]1[CH2:28][CH2:27][N:26]([CH3:29])[CH2:25][CH2:24]1)[C:13]1[CH:18]=[CH:17][C:16]([Cl:19])=[CH:15][CH:14]=1.[H-].[Na+].[C:33]1([C:39](Cl)=[O:40])[CH:38]=[CH:37][CH:36]=[CH:35][CH:34]=1.O.